This data is from Reaction yield outcomes from USPTO patents with 853,638 reactions. The task is: Predict the reaction yield, written as a fraction of the theoretical maximum amount of product (1.0 means a 100% yield; for example, 0.34 means a 34% yield). (1) The reactants are [F:1][C:2]1[CH:3]=[CH:4][C:5]([C:21]([F:24])([F:23])[F:22])=[C:6]([C:8]2[CH2:13][CH2:12][N:11](C(OC(C)(C)C)=O)[CH2:10][CH:9]=2)[CH:7]=1.[ClH:25]. The catalyst is C(Cl)Cl.CCOCC. The product is [ClH:25].[F:1][C:2]1[CH:3]=[CH:4][C:5]([C:21]([F:24])([F:22])[F:23])=[C:6]([C:8]2[CH2:13][CH2:12][NH:11][CH2:10][CH:9]=2)[CH:7]=1. The yield is 0.880. (2) The reactants are [N:1]1[C:10]2[C:5](=[CH:6][C:7]([CH2:11][N:12]3[C:16]4=[N:17][C:18]([C:21]5[CH:22]=[N:23][N:24]([CH:26]6[CH2:31][CH2:30][N:29](C(OC(C)(C)C)=O)[CH2:28][CH2:27]6)[CH:25]=5)=[CH:19][CH:20]=[C:15]4[N:14]=[N:13]3)=[CH:8][CH:9]=2)[CH:4]=[CH:3][CH:2]=1.C(O)(C(F)(F)F)=O.[OH-].[Na+]. The catalyst is ClCCl. The product is [NH:29]1[CH2:28][CH2:27][CH:26]([N:24]2[CH:25]=[C:21]([C:18]3[N:17]=[C:16]4[N:12]([CH2:11][C:7]5[CH:6]=[C:5]6[C:10](=[CH:9][CH:8]=5)[N:1]=[CH:2][CH:3]=[CH:4]6)[N:13]=[N:14][C:15]4=[CH:20][CH:19]=3)[CH:22]=[N:23]2)[CH2:31][CH2:30]1. The yield is 0.420. (3) The reactants are [CH2:1]([C:5]1[O:9][C:8]([C:10]([C:13]2[S:31][C:16]3[NH:17][C:18]([C:23]4[CH:28]=[C:27]([CH3:29])[CH:26]=[C:25]([CH3:30])[CH:24]=4)=[C:19]([CH2:20][CH2:21]Cl)[C:15]=3[CH:14]=2)([CH3:12])[CH3:11])=[N:7][N:6]=1)[CH2:2][CH2:3][CH3:4].C(N(C(C)C)CC)(C)C.[O:41]=[C:42]([N:50]1[CH2:54][CH2:53][CH2:52][CH2:51]1)[CH2:43][N:44]1[CH2:49][CH2:48][NH:47][CH2:46][CH2:45]1. The catalyst is [I-].C([N+](CCCC)(CCCC)CCCC)CCC.O1CCOCC1. The product is [CH2:1]([C:5]1[O:9][C:8]([C:10]([C:13]2[S:31][C:16]3[NH:17][C:18]([C:23]4[CH:28]=[C:27]([CH3:29])[CH:26]=[C:25]([CH3:30])[CH:24]=4)=[C:19]([CH2:20][CH2:21][N:47]4[CH2:46][CH2:45][N:44]([CH2:43][C:42](=[O:41])[N:50]5[CH2:51][CH2:52][CH2:53][CH2:54]5)[CH2:49][CH2:48]4)[C:15]=3[CH:14]=2)([CH3:12])[CH3:11])=[N:7][N:6]=1)[CH2:2][CH2:3][CH3:4]. The yield is 0.210. (4) The reactants are [Cl:1][C:2]1[CH:3]=[C:4]2[C:13](=[C:14]3[C:19]=1[CH:18]=[CH:17][CH:16]=[N:15]3)[NH:12][S:11](=[O:21])(=[O:20])[C:10]1[C:5]2=[CH:6][C:7](F)=[CH:8][CH:9]=1.[CH3:23][N:24]([CH3:28])[CH2:25][CH2:26][OH:27].[H-].[Na+]. The catalyst is CN1C(=O)CCC1. The product is [Cl:1][C:2]1[CH:3]=[C:4]2[C:13](=[C:14]3[C:19]=1[CH:18]=[CH:17][CH:16]=[N:15]3)[NH:12][S:11](=[O:21])(=[O:20])[C:10]1[C:5]2=[CH:6][C:7]([O:27][CH2:26][CH2:25][N:24]([CH3:28])[CH3:23])=[CH:8][CH:9]=1. The yield is 0.130. (5) The reactants are FC(F)(F)C([NH:5][C:6]1[CH:11]=[CH:10][N:9]2[N:12]=[CH:13][C:14]([F:15])=[C:8]2[CH:7]=1)=O.O.C([O-])([O-])=O.[K+].[K+]. The catalyst is CO. The product is [F:15][C:14]1[CH:13]=[N:12][N:9]2[CH:10]=[CH:11][C:6]([NH2:5])=[CH:7][C:8]=12. The yield is 0.650. (6) The reactants are Cl.Cl.[C:3]([C:7]1[O:11][N:10]=[C:9]([NH:12][C:13]([NH:15][C:16]2[CH:21]=[CH:20][CH:19]=[C:18]([O:22][C:23]3[C:32]4[C:27](=[CH:28][C:29]([O:35][C@@H:36]5[CH2:40][CH2:39][NH:38][CH2:37]5)=[C:30]([O:33][CH3:34])[CH:31]=4)[N:26]=[CH:25][N:24]=3)[CH:17]=2)=[O:14])[CH:8]=1)([CH3:6])([CH3:5])[CH3:4].C=O.Cl[CH2:44]CCl.[C:47]([O:50][BH-]([O:50][C:47](=[O:49])[CH3:48])[O:50][C:47](=[O:49])[CH3:48])(=[O:49])[CH3:48].[Na+]. The catalyst is O.CN(C)C=O. The product is [C:47]([OH:50])(=[O:49])[CH3:48].[C:3]([C:7]1[O:11][N:10]=[C:9]([NH:12][C:13]([NH:15][C:16]2[CH:21]=[CH:20][CH:19]=[C:18]([O:22][C:23]3[C:32]4[C:27](=[CH:28][C:29]([O:35][C@@H:36]5[CH2:40][CH2:39][N:38]([CH3:44])[CH2:37]5)=[C:30]([O:33][CH3:34])[CH:31]=4)[N:26]=[CH:25][N:24]=3)[CH:17]=2)=[O:14])[CH:8]=1)([CH3:6])([CH3:4])[CH3:5]. The yield is 0.380. (7) The reactants are [CH3:1][N:2]1[CH:6]=[CH:5][N:4]=[C:3]1[Si](CC)(CC)CC.C([Li])(C)(C)C.CCCCC.[C:24]([C:26]1[CH:33]=[CH:32][C:29]([CH:30]=[O:31])=[CH:28][CH:27]=1)#[N:25]. The catalyst is C1COCC1. The product is [OH:31][CH:30]([C:6]1[N:2]([CH3:1])[CH:3]=[N:4][CH:5]=1)[C:29]1[CH:32]=[CH:33][C:26]([C:24]#[N:25])=[CH:27][CH:28]=1. The yield is 0.890.